Dataset: Full USPTO retrosynthesis dataset with 1.9M reactions from patents (1976-2016). Task: Predict the reactants needed to synthesize the given product. (1) Given the product [S:1]1[C:5]([C:6]2[CH:7]=[C:8]([C:42]([C:44]3[CH:49]=[CH:48][CH:47]=[CH:46][N:45]=3)=[O:43])[CH:9]=[C:10]3[C:14]=2[NH:13][N:12]=[CH:11]3)=[CH:4][C:3]2[CH:24]=[CH:25][CH:26]=[CH:27][C:2]1=2, predict the reactants needed to synthesize it. The reactants are: [S:1]1[C:5]([C:6]2[CH:7]=[C:8](Br)[CH:9]=[C:10]3[C:14]=2[N:13](COCC[Si](C)(C)C)[N:12]=[CH:11]3)=[CH:4][C:3]2[CH:24]=[CH:25][CH:26]=[CH:27][C:2]1=2.S1C(C2C=CC=C3C=2NN=C3[C:42]([C:44]2[CH:49]=[CH:48][CH:47]=[CH:46][N:45]=2)=[O:43])=CC2C=CC=CC1=2. (2) The reactants are: [F:1][C:2]1[CH:10]=[C:9]2[C:5]([CH:6]=[CH:7][NH:8]2)=[C:4]([C:11]2[N:12]=[C:13]([N:30]3[CH2:35][CH2:34][O:33][CH2:32][CH2:31]3)[C:14]3[S:19][C:18]([CH2:20][N:21]4[CH2:26][CH2:25]N5C[CH2:28][CH2:29][C@H:23]5[CH2:22]4)=[CH:17][C:15]=3[N:16]=2)[CH:3]=1.Cl.C(O[C:42]([N:44]1CC2(CCNCC2)C1)=O)(C)(C)C.C(O)(C(F)(F)F)=O.C(Cl)Cl. Given the product [CH2:42]1[C:29]2([CH2:23][CH2:22][N:21]([CH2:20][C:18]3[S:19][C:14]4[C:13]([N:30]5[CH2:35][CH2:34][O:33][CH2:32][CH2:31]5)=[N:12][C:11]([C:4]5[CH:3]=[C:2]([F:1])[CH:10]=[C:9]6[C:5]=5[CH:6]=[CH:7][NH:8]6)=[N:16][C:15]=4[CH:17]=3)[CH2:26][CH2:25]2)[CH2:28][NH:44]1, predict the reactants needed to synthesize it. (3) Given the product [CH2:13]([O:11][C:1]1[C:10]2[C:5](=[CH:6][CH:7]=[CH:8][CH:9]=2)[CH:4]=[CH:3][CH:2]=1)[CH2:14][CH3:15], predict the reactants needed to synthesize it. The reactants are: [C:1]1([OH:11])[C:10]2[C:5](=[CH:6][CH:7]=[CH:8][CH:9]=2)[CH:4]=[CH:3][CH:2]=1.Br[CH2:13][CH2:14][CH3:15]. (4) The reactants are: [CH3:1][O:2][CH:3]([O:14][CH3:15])[C:4]1[N:13]=[C:12]2[C:7]([CH2:8][CH2:9][CH2:10][NH:11]2)=[CH:6][CH:5]=1.Br[C:17]1[CH:22]=[CH:21][CH:20]=[CH:19][CH:18]=1.P([O-])([O-])([O-])=O.[K+].[K+].[K+]. Given the product [CH3:15][O:14][CH:3]([O:2][CH3:1])[C:4]1[N:13]=[C:12]2[C:7]([CH2:8][CH2:9][CH2:10][N:11]2[C:17]2[CH:22]=[CH:21][CH:20]=[CH:19][CH:18]=2)=[CH:6][CH:5]=1, predict the reactants needed to synthesize it. (5) Given the product [CH:30]([C:29]1[N:27]=[CH:28][O:2][C:1]=1[C:3]1[S:7][C:6]2[CH:8]=[C:9]([O:12][CH3:13])[CH:10]=[CH:11][C:5]=2[C:4]=1[O:14][C:15]1[CH:20]=[CH:19][C:18](/[CH:21]=[CH:22]/[C:23]([O:25][CH3:26])=[O:24])=[CH:17][CH:16]=1)([CH3:32])[CH3:31], predict the reactants needed to synthesize it. The reactants are: [CH:1]([C:3]1[S:7][C:6]2[CH:8]=[C:9]([O:12][CH3:13])[CH:10]=[CH:11][C:5]=2[C:4]=1[O:14][C:15]1[CH:20]=[CH:19][C:18](/[CH:21]=[CH:22]/[C:23]([O:25][CH3:26])=[O:24])=[CH:17][CH:16]=1)=[O:2].[N+:27]([CH:29](S(C1C=CC(C)=CC=1)(=O)=O)[CH:30]([CH3:32])[CH3:31])#[C-:28].C[O-].[Na+]. (6) Given the product [F:28][C:10]1[CH:11]=[C:12]([C:15]2[CH:16]=[CH:17][C:18]([NH:21][C:22]3[CH:27]=[CH:26][CH:25]=[CH:24][CH:23]=3)=[CH:19][N:20]=2)[CH:13]=[CH:14][C:9]=1[OH:8], predict the reactants needed to synthesize it. The reactants are: C([O:8][C:9]1[CH:14]=[CH:13][C:12]([C:15]2[N:20]=[CH:19][C:18]([NH:21][C:22]3[CH:27]=[CH:26][CH:25]=[CH:24][CH:23]=3)=[CH:17][CH:16]=2)=[CH:11][C:10]=1[F:28])C1C=CC=CC=1.C(O)(C(F)(F)F)=O. (7) Given the product [Br:1][C:2]1[N:7]=[C:6]([C:8]([NH:10][CH2:11][C:12]2[CH:17]=[CH:16][C:15]([Cl:18])=[CH:14][CH:13]=2)=[O:9])[C:5]([OH:19])=[CH:4][CH:3]=1, predict the reactants needed to synthesize it. The reactants are: [Br:1][C:2]1[N:7]=[C:6]([C:8]([NH:10][CH2:11][C:12]2[CH:17]=[CH:16][C:15]([Cl:18])=[CH:14][CH:13]=2)=[O:9])[C:5]([O:19]C)=[CH:4][CH:3]=1.[Cl-].[Li+].